This data is from Full USPTO retrosynthesis dataset with 1.9M reactions from patents (1976-2016). The task is: Predict the reactants needed to synthesize the given product. (1) Given the product [NH2:1][C:2]1[CH:3]=[CH:4][C:5]([O:6][C:7]2[C:16]3[C:11](=[CH:12][C:13]([O:21][CH3:22])=[C:14]([C:17]([O:59][CH3:55])=[O:18])[CH:15]=3)[N:10]=[CH:9][CH:8]=2)=[CH:23][C:24]=1[F:52], predict the reactants needed to synthesize it. The reactants are: [NH2:1][C:2]1[CH:24]=[CH:23][C:5]([O:6][C:7]2[C:16]3[C:11](=[CH:12][C:13]([O:21][CH3:22])=[C:14]([C:17](NC)=[O:18])[CH:15]=3)[N:10]=[CH:9][CH:8]=2)=[C:4](F)[CH:3]=1.CN.NC1C=CC(OC2C3C(=CC(OC)=C(C(NC)=O)C=3)N=CC=2)=CC=1[F:52].CN1CCC[C:55]1=[O:59]. (2) Given the product [C:35]([NH:1][C:2]1[CH:3]=[CH:4][C:5]2[O:9][N:8]=[C:7]([C:10]([NH:12][C:13]3[CH:25]=[CH:24][C:23]([C:26]#[N:27])=[CH:22][C:14]=3[C:15]([OH:17])=[O:16])=[O:11])[C:6]=2[CH:28]=1)(=[O:37])[CH3:36], predict the reactants needed to synthesize it. The reactants are: [NH2:1][C:2]1[CH:3]=[CH:4][C:5]2[O:9][N:8]=[C:7]([C:10]([NH:12][C:13]3[CH:25]=[CH:24][C:23]([C:26]#[N:27])=[CH:22][C:14]=3[C:15]([O:17]C(C)(C)C)=[O:16])=[O:11])[C:6]=2[CH:28]=1.N1C=CC=CC=1.[C:35](Cl)(=[O:37])[CH3:36].